From a dataset of Catalyst prediction with 721,799 reactions and 888 catalyst types from USPTO. Predict which catalyst facilitates the given reaction. Reactant: BrP([CH2:21][C:22]1[CH:27]=[CH:26][C:25]([Cl:28])=[C:24]([Cl:29])[CH:23]=1)(C1C=CC=CC=1)(C1C=CC=CC=1)C1C=CC=CC=1.C[Si](C)(C)N[Si](C)(C)C.[Na].[OH:40][C:41]1[CH:42]=[C:43]([CH:46]=[CH:47][C:48]=1[N+:49]([O-:51])=[O:50])[CH:44]=O. Product: [Cl:29][C:24]1[CH:23]=[C:22]([CH:21]=[CH:44][C:43]2[CH:46]=[CH:47][C:48]([N+:49]([O-:51])=[O:50])=[C:41]([OH:40])[CH:42]=2)[CH:27]=[CH:26][C:25]=1[Cl:28]. The catalyst class is: 1.